This data is from Full USPTO retrosynthesis dataset with 1.9M reactions from patents (1976-2016). The task is: Predict the reactants needed to synthesize the given product. (1) Given the product [Cl:8][CH2:9][C:10]([NH:28][CH2:27][C:19]1[N:18]=[C:17]2[C:26](=[C:25]3[C:20]=1[CH:21]=[CH:22][CH:23]=[CH:24]3)[CH:13]=[CH:14][CH:15]=[CH:16]2)=[O:11], predict the reactants needed to synthesize it. The reactants are: C(N(CC)CC)C.[Cl:8][CH2:9][C:10](Cl)=[O:11].[CH:13]1[C:26]2[C:17](=[N:18][C:19]([CH2:27][NH2:28])=[C:20]3[C:25]=2[CH:24]=[CH:23][CH:22]=[CH:21]3)[CH:16]=[CH:15][CH:14]=1. (2) Given the product [Cl:22][P:23]([C:2]1[CH:3]=[CH:4][CH:5]=[CH:6][C:10]=1[O:9][CH3:8])[C:12]1[CH:13]=[CH:14][CH:15]=[CH:16][C:21]=1[O:20][CH3:19], predict the reactants needed to synthesize it. The reactants are: Br[C:2]1[C:10]2[O:9][CH2:8]C[C:6]=2[CH:5]=[CH:4][CH:3]=1.Br[C:12]1[CH:13]=[CH:14][CH:15]=[C:16]2[C:21]=1[O:20][CH2:19]CC2.[Cl:22][P:23](C1C=CC=CC=1)C1C=CC=CC=1. (3) Given the product [N+:2]([C:5]1[CH:13]=[CH:12][C:11]2[C:7](=[CH:8][N:9]([CH2:14][CH2:15][NH:16][S:25]([CH3:24])(=[O:27])=[O:26])[N:10]=2)[CH:6]=1)([O-:4])=[O:3], predict the reactants needed to synthesize it. The reactants are: Cl.[N+:2]([C:5]1[CH:13]=[CH:12][C:11]2[C:7](=[CH:8][N:9]([CH2:14][CH2:15][NH2:16])[N:10]=2)[CH:6]=1)([O-:4])=[O:3].C(N(CC)CC)C.[CH3:24][S:25](Cl)(=[O:27])=[O:26]. (4) Given the product [N:1]1([C:10](=[O:17])[CH2:11][CH2:12][C:13]([OH:15])=[O:14])[C:9]2[C:4](=[CH:5][CH:6]=[CH:7][CH:8]=2)[CH2:3][CH2:2]1, predict the reactants needed to synthesize it. The reactants are: [N:1]1([C:10](=[O:17])[CH2:11][CH2:12][C:13]([O:15]C)=[O:14])[C:9]2[C:4](=[CH:5][CH:6]=[CH:7][CH:8]=2)[CH2:3][CH2:2]1. (5) Given the product [CH3:37][CH:36]1[C:38]2[NH:39][C:40]([C:46]3[CH:55]=[CH:54][CH:53]=[C:52]4[C:47]=3[N:48]=[C:49]([NH:57][CH2:58][C:59]([F:60])([F:61])[F:62])[C:50]([CH3:56])=[N:51]4)=[CH:41][C:42]=2[C:43](=[O:44])[NH:35]1, predict the reactants needed to synthesize it. The reactants are: F[P-](F)(F)(F)(F)F.N1(O[P+](N2CCCC2)(N2CCCC2)N2CCCC2)C2C=CC=CC=2N=N1.Cl.[NH2:35][CH:36]([C:38]1[NH:39][C:40]([C:46]2[CH:55]=[CH:54][CH:53]=[C:52]3[C:47]=2[N:48]=[C:49]([NH:57][CH2:58][C:59]([F:62])([F:61])[F:60])[C:50]([CH3:56])=[N:51]3)=[CH:41][C:42]=1[C:43](O)=[O:44])[CH3:37].CCN(C(C)C)C(C)C. (6) Given the product [CH3:3][C:4]1[O:5][C:6]2[CH:12]=[CH:11][C:10]([C:13]([OH:15])=[O:14])=[CH:9][C:7]=2[CH:8]=1, predict the reactants needed to synthesize it. The reactants are: [OH-].[Na+].[CH3:3][C:4]1[O:5][C:6]2[CH:12]=[CH:11][C:10]([C:13]([O:15]C)=[O:14])=[CH:9][C:7]=2[CH:8]=1. (7) Given the product [O:1]1[C:5]2[CH:6]=[CH:7][C:8]([NH:10][C:11]3[N:16]=[C:15]([C:26]4[CH:27]=[CH:28][CH:29]=[C:30]5[C:25]=4[CH:24]=[N:23][NH:22]5)[N:14]=[C:13]4[N:18]([CH3:21])[N:19]=[CH:20][C:12]=34)=[CH:9][C:4]=2[O:3][CH2:2]1, predict the reactants needed to synthesize it. The reactants are: [O:1]1[C:5]2[CH:6]=[CH:7][C:8]([NH:10][C:11]3[N:16]=[C:15](Cl)[N:14]=[C:13]4[N:18]([CH3:21])[N:19]=[CH:20][C:12]=34)=[CH:9][C:4]=2[O:3][CH2:2]1.[NH:22]1[C:30]2[C:25](=[CH:26][CH:27]=[CH:28][CH:29]=2)[C:24](B2OC(C)(C)C(C)(C)O2)=[N:23]1.